From a dataset of Forward reaction prediction with 1.9M reactions from USPTO patents (1976-2016). Predict the product of the given reaction. (1) Given the reactants [I:1][C:2]1[C:7]([CH:8]([O:11][Si](C)(C)C)[C:9]#N)=[C:6]([CH3:16])[N:5]=[C:4]2[S:17][C:18]3[CH2:23][CH2:22][CH2:21][CH2:20][C:19]=3[C:3]=12.S(=O)(=O)(O)O.[OH-:29].[Na+].[C:31](OCC)(=[O:33])C, predict the reaction product. The product is: [CH3:31][O:33][C:9](=[O:29])[CH:8]([C:7]1[C:2]([I:1])=[C:3]2[C:19]3[CH2:20][CH2:21][CH2:22][CH2:23][C:18]=3[S:17][C:4]2=[N:5][C:6]=1[CH3:16])[OH:11]. (2) Given the reactants [OH:1][C:2]1[C:10]2[O:9][C:8]([C:11](=[O:13])[CH3:12])=[CH:7][C:6]=2[CH:5]=[C:4]([O:14][CH3:15])[CH:3]=1.C(=O)([O-])[O-].[K+].[K+].Br[CH2:23][C:24]1[CH:29]=[CH:28][CH:27]=[CH:26][CH:25]=1, predict the reaction product. The product is: [CH2:23]([O:1][C:2]1[C:10]2[O:9][C:8]([C:11](=[O:13])[CH3:12])=[CH:7][C:6]=2[CH:5]=[C:4]([O:14][CH3:15])[CH:3]=1)[C:24]1[CH:29]=[CH:28][CH:27]=[CH:26][CH:25]=1. (3) Given the reactants C([O:4][C:5]1[C:6]([C:20](=[O:29])[C:21]2[CH:26]=[CH:25][C:24]([O:27][CH3:28])=[CH:23][CH:22]=2)=[C:7]([CH2:15][C:16]([O:18][CH3:19])=[O:17])[CH:8]=[C:9]([O:11][CH2:12][CH:13]=[CH2:14])[CH:10]=1)C=C.B(Br)(Br)Br.CCCCCC.CO, predict the reaction product. The product is: [CH2:12]([O:11][C:9]1[CH:10]=[C:5]([OH:4])[C:6]([C:20](=[O:29])[C:21]2[CH:22]=[CH:23][C:24]([O:27][CH3:28])=[CH:25][CH:26]=2)=[C:7]([CH2:15][C:16]([O:18][CH3:19])=[O:17])[CH:8]=1)[CH:13]=[CH2:14]. (4) Given the reactants C([Li])CCC.Br[C:7]1[C:8]([C:22]2[CH:27]=[CH:26][CH:25]=[CH:24][CH:23]=2)=[N:9][N:10]2[C:15]([Si:16]([CH3:19])([CH3:18])[CH3:17])=[C:14]([S:20][CH3:21])[CH:13]=[CH:12][C:11]=12.[CH:28]([C:30]1[N:35]=[C:34]([C:36]([O:38][CH3:39])=[O:37])[CH:33]=[CH:32][CH:31]=1)=[O:29].[Cl-].[NH4+], predict the reaction product. The product is: [OH:29][CH:28]([C:7]1[C:8]([C:22]2[CH:27]=[CH:26][CH:25]=[CH:24][CH:23]=2)=[N:9][N:10]2[C:15]([Si:16]([CH3:17])([CH3:19])[CH3:18])=[C:14]([S:20][CH3:21])[CH:13]=[CH:12][C:11]=12)[C:30]1[N:35]=[C:34]([C:36]([O:38][CH3:39])=[O:37])[CH:33]=[CH:32][CH:31]=1. (5) Given the reactants [NH2:1][C:2]1[S:3][C:4]2[CH:10]=[CH:9][CH:8]=[C:7]([Cl:11])[C:5]=2[N:6]=1.N1C=CC=CC=1.[CH3:18][C:19]1[S:23][C:22]([C:24](Cl)=[O:25])=[CH:21][CH:20]=1, predict the reaction product. The product is: [Cl:11][C:7]1[C:5]2[N:6]=[C:2]([NH:1][C:24]([C:22]3[S:23][C:19]([CH3:18])=[CH:20][CH:21]=3)=[O:25])[S:3][C:4]=2[CH:10]=[CH:9][CH:8]=1.